From a dataset of Catalyst prediction with 721,799 reactions and 888 catalyst types from USPTO. Predict which catalyst facilitates the given reaction. Reactant: [Br:1][C:2]1[CH:3]=[N+:4]([O-])[CH:5]=[C:6]([O:8][CH2:9][CH2:10][CH2:11][S:12]([CH3:15])(=[O:14])=[O:13])[CH:7]=1.[NH4+].[Cl-]. Product: [Br:1][C:2]1[CH:3]=[N:4][CH:5]=[C:6]([O:8][CH2:9][CH2:10][CH2:11][S:12]([CH3:15])(=[O:13])=[O:14])[CH:7]=1. The catalyst class is: 447.